This data is from Full USPTO retrosynthesis dataset with 1.9M reactions from patents (1976-2016). The task is: Predict the reactants needed to synthesize the given product. Given the product [CH3:19][NH:18][C:13]1[CH:12]=[C:11]([C:4]2[CH:5]=[CH:6][N:1]=[CH:2][CH:3]=2)[N:16]=[C:15]([NH2:17])[N:14]=1, predict the reactants needed to synthesize it. The reactants are: [N:1]1[CH:6]=[CH:5][C:4](B(O)O)=[CH:3][CH:2]=1.Cl[C:11]1[N:16]=[C:15]([NH2:17])[N:14]=[C:13]([NH:18][CH3:19])[CH:12]=1.